Dataset: Reaction yield outcomes from USPTO patents with 853,638 reactions. Task: Predict the reaction yield, written as a fraction of the theoretical maximum amount of product (1.0 means a 100% yield; for example, 0.34 means a 34% yield). (1) No catalyst specified. The reactants are Br[C:2]1[CH:7]=[CH:6][CH:5]=[CH:4][C:3]=1[NH:8][C:9](=[O:19])[O:10][CH:11]1[CH:16]2[CH2:17][CH2:18][N:13]([CH2:14][CH2:15]2)[CH2:12]1.[CH2:20]([C:22]1[CH:23]=[C:24](B(O)O)[CH:25]=[CH:26][CH:27]=1)[CH3:21]. The yield is 0.860. The product is [CH2:20]([C:22]1[CH:27]=[C:26]([C:2]2[CH:7]=[CH:6][CH:5]=[CH:4][C:3]=2[NH:8][C:9](=[O:19])[O:10][CH:11]2[CH:16]3[CH2:17][CH2:18][N:13]([CH2:14][CH2:15]3)[CH2:12]2)[CH:25]=[CH:24][CH:23]=1)[CH3:21]. (2) The reactants are [CH:1]([C:3]1[S:7][CH:6]=[C:5]([C:8]2[CH:9]=[C:10]3[C:14](=[C:15]([C:17]([NH2:19])=[O:18])[CH:16]=2)[NH:13][CH:12]=[C:11]3[CH:20]2[CH2:25][CH2:24][N:23]([S:26]([CH2:29][CH2:30][CH2:31][O:32][CH3:33])(=[O:28])=[O:27])[CH2:22][CH2:21]2)[CH:4]=1)=O.[NH:34]1[CH2:38][CH2:37][CH2:36][CH2:35]1.[BH4-].[Na+]. The catalyst is ClCCl.CO.C(O)(=O)C. The product is [CH3:33][O:32][CH2:31][CH2:30][CH2:29][S:26]([N:23]1[CH2:24][CH2:25][CH:20]([C:11]2[C:10]3[C:14](=[C:15]([C:17]([NH2:19])=[O:18])[CH:16]=[C:8]([C:5]4[CH:4]=[C:3]([CH2:1][N:34]5[CH2:38][CH2:37][CH2:36][CH2:35]5)[S:7][CH:6]=4)[CH:9]=3)[NH:13][CH:12]=2)[CH2:21][CH2:22]1)(=[O:27])=[O:28]. The yield is 0.150. (3) The reactants are Cl[C:2]1[N:7]=[C:6]([NH:8][C:9]([C:11]2([C:14]3[CH:24]=[CH:23][C:17]4[O:18][C:19]([F:22])([F:21])[O:20][C:16]=4[CH:15]=3)[CH2:13][CH2:12]2)=[O:10])[CH:5]=[C:4]([CH3:25])[CH:3]=1.[CH3:26][O:27][C:28]1[C:33](B(O)O)=[CH:32][C:31]([CH3:37])=[CH:30][N:29]=1.C([O-])([O-])=O.[Na+].[Na+]. The catalyst is COCCOC.C1C=CC([P]([Pd]([P](C2C=CC=CC=2)(C2C=CC=CC=2)C2C=CC=CC=2)([P](C2C=CC=CC=2)(C2C=CC=CC=2)C2C=CC=CC=2)[P](C2C=CC=CC=2)(C2C=CC=CC=2)C2C=CC=CC=2)(C2C=CC=CC=2)C2C=CC=CC=2)=CC=1. The product is [F:21][C:19]1([F:22])[O:18][C:17]2[CH:23]=[CH:24][C:14]([C:11]3([C:9]([NH:8][C:6]4[N:7]=[C:2]([C:33]5[C:28]([O:27][CH3:26])=[N:29][CH:30]=[C:31]([CH3:37])[CH:32]=5)[CH:3]=[C:4]([CH3:25])[CH:5]=4)=[O:10])[CH2:13][CH2:12]3)=[CH:15][C:16]=2[O:20]1. The yield is 0.970. (4) The reactants are ClC1C2C(=CC(OC)=C(OC)C=2)N=CC=1.O[C:17]1[C:18]([CH:24]=[O:25])=[N:19][C:20]([CH3:23])=[CH:21][CH:22]=1. The catalyst is CN(C)C1C=CN=CC=1.ClC1C=CC=CC=1Cl. The product is [CH3:23][C:20]1[N:19]=[C:18]([CH:24]=[O:25])[CH:17]=[CH:22][CH:21]=1. The yield is 0.0500. (5) The product is [Cl:12][C:13]1[C:14](=[O:29])[N:15]([C:21]2[C:22]([F:28])=[CH:23][CH:24]=[CH:25][C:26]=2[F:27])[C:16]([CH3:20])=[CH:17][C:18]=1[O:19][CH2:2][C:3]1[CH:10]=[CH:9][C:8]([F:11])=[CH:7][C:4]=1[C:5]#[N:6]. The reactants are Br[CH2:2][C:3]1[CH:10]=[CH:9][C:8]([F:11])=[CH:7][C:4]=1[C:5]#[N:6].[Cl:12][C:13]1[C:14](=[O:29])[N:15]([C:21]2[C:26]([F:27])=[CH:25][CH:24]=[CH:23][C:22]=2[F:28])[C:16]([CH3:20])=[CH:17][C:18]=1[OH:19].C([O-])([O-])=O.[K+].[K+].C(O)(=O)CC(CC(O)=O)(C(O)=O)O. The catalyst is CN(C)C(=O)C.C1OCCOCCOCCOCCOCCOC1. The yield is 0.790.